From a dataset of hERG potassium channel inhibition data for cardiac toxicity prediction from Karim et al.. Regression/Classification. Given a drug SMILES string, predict its toxicity properties. Task type varies by dataset: regression for continuous values (e.g., LD50, hERG inhibition percentage) or binary classification for toxic/non-toxic outcomes (e.g., AMES mutagenicity, cardiotoxicity, hepatotoxicity). Dataset: herg_karim. (1) The drug is Oc1ccc(-c2ccc3[nH]nc(-c4cncc(O[C@H]5CNCCC56CC6)n4)c3c2)c(F)c1. The result is 1 (blocker). (2) The compound is CNC(=O)c1c(NCC2CCC3(CCC3)CC2)nc(C#N)nc1OCC1CCN(C(C)C)CC1. The result is 1 (blocker). (3) The result is 1 (blocker). The drug is Cn1nc(NCC(=O)NC2CN([C@H]3CC[C@@H](c4ccc5c(c4)OCO5)CC3)C2)c2cc(C(F)(F)F)ccc21. (4) The compound is COc1ccc(CC(=O)NC(NC(=Nc2cccc3ccccc23)NC#N)C(C)(C)C)cc1OC. The result is 0 (non-blocker). (5) The result is 0 (non-blocker). The molecule is COc1ccc(Nc2nc(N[C@@H]3CCOC[C@@H]3N)ncc2C(N)=O)cc1. (6) The molecule is O=S(=O)(c1ccc2c(c1)CCNCC2)N1CCC(Cc2ccccc2Cl)C1. The result is 1 (blocker). (7) The molecule is CC(C)(C)C(=O)N1Cc2ccc(C=CC(=O)NO)cc2C1. The result is 0 (non-blocker).